This data is from Full USPTO retrosynthesis dataset with 1.9M reactions from patents (1976-2016). The task is: Predict the reactants needed to synthesize the given product. (1) Given the product [CH2:29]([O:28][C:24]1[CH:23]=[C:22]([N:21]2[CH2:20][C@@:2]3([CH2:7][CH2:6][CH2:5][C@H:4]([CH2:8][N:9]4[C:13]5[CH:14]=[C:15]([C:18]#[N:19])[CH:16]=[CH:17][C:12]=5[N:11]=[CH:10]4)[CH2:3]3)[O:1][C:41]2=[O:42])[CH:27]=[CH:26][CH:25]=1)[C:30]1[CH:31]=[CH:32][CH:33]=[CH:34][CH:35]=1, predict the reactants needed to synthesize it. The reactants are: [OH:1][C@@:2]1([CH2:20][NH:21][C:22]2[CH:27]=[CH:26][CH:25]=[C:24]([O:28][CH2:29][C:30]3[CH:35]=[CH:34][CH:33]=[CH:32][CH:31]=3)[CH:23]=2)[CH2:7][CH2:6][CH2:5][C@H:4]([CH2:8][N:9]2[C:13]3[CH:14]=[C:15]([C:18]#[N:19])[CH:16]=[CH:17][C:12]=3[N:11]=[CH:10]2)[CH2:3]1.C1N=CN([C:41](N2C=NC=C2)=[O:42])C=1.C([O-])(O)=O.[Na+]. (2) The reactants are: [CH3:1][C:2]1[C:7]([CH2:8][OH:9])=[CH:6][N:5]=[C:4]([CH3:10])[C:3]=1[OH:11].Cl.[H-].[Na+].[CH2:15](I)[CH3:16].C(=O)([O-])O.[Na+]. Given the product [CH2:15]([O:11][C:3]1[C:2]([CH3:1])=[C:7]([CH2:8][OH:9])[CH:6]=[N:5][C:4]=1[CH3:10])[CH3:16], predict the reactants needed to synthesize it. (3) Given the product [F:26][C:25]([F:27])([F:28])[C:18]1[CH:17]=[C:16]([CH:21]=[C:20]([N+:22]([O-:24])=[O:23])[CH:19]=1)[O:8][C:5]1[CH:6]=[CH:7][C:2]([NH2:1])=[CH:3][CH:4]=1, predict the reactants needed to synthesize it. The reactants are: [NH2:1][C:2]1[CH:7]=[CH:6][C:5]([OH:8])=[CH:4][CH:3]=1.C([O-])([O-])=O.[K+].[K+].F[C:16]1[CH:21]=[C:20]([N+:22]([O-:24])=[O:23])[CH:19]=[C:18]([C:25]([F:28])([F:27])[F:26])[CH:17]=1. (4) Given the product [CH3:17][C:16]1[CH:15]=[C:14]([CH3:18])[NH:13][C:12](=[O:19])[C:11]=1[CH2:10][NH:9][C:7](=[O:8])[C:6]1[CH:20]=[C:2]([C:35]2[CH:34]=[N:33][N:32]([CH3:31])[CH:36]=2)[CH:3]=[C:4]([N:22]([CH2:29][CH3:30])[CH:23]2[CH2:28][CH2:27][O:26][CH2:25][CH2:24]2)[C:5]=1[CH3:21], predict the reactants needed to synthesize it. The reactants are: Br[C:2]1[CH:3]=[C:4]([N:22]([CH2:29][CH3:30])[CH:23]2[CH2:28][CH2:27][O:26][CH2:25][CH2:24]2)[C:5]([CH3:21])=[C:6]([CH:20]=1)[C:7]([NH:9][CH2:10][C:11]1[C:12](=[O:19])[NH:13][C:14]([CH3:18])=[CH:15][C:16]=1[CH3:17])=[O:8].[CH3:31][N:32]1[CH:36]=[C:35](B(O)O)[CH:34]=[N:33]1.C([O-])([O-])=O.[Na+].[Na+]. (5) Given the product [BrH:13].[Br-:13].[CH:20]1([CH2:19][CH2:18][CH2:17][CH2:16][CH2:15][CH2:14][N+:1]2[CH:2]=[CH:3][CH:4]=[C:5]([C@@H:7]3[CH2:12][CH2:11][CH2:10][N:8]3[CH3:9])[CH:6]=2)[CH2:23][CH2:22][CH2:21]1, predict the reactants needed to synthesize it. The reactants are: [N:1]1[CH:6]=[C:5]([C@@H:7]2[CH2:12][CH2:11][CH2:10][N:8]2[CH3:9])[CH:4]=[CH:3][CH:2]=1.[Br:13][CH2:14][CH2:15][CH2:16][CH2:17][CH2:18][CH2:19][CH:20]1[CH2:23][CH2:22][CH2:21]1.